From a dataset of Full USPTO retrosynthesis dataset with 1.9M reactions from patents (1976-2016). Predict the reactants needed to synthesize the given product. Given the product [ClH:26].[N:18]1([CH2:17][CH2:16][CH2:15][O:14][C:13]2[CH:12]=[CH:11][C:10]([O:9][CH:6]3[CH2:5][CH2:4][N:3]([C:29](=[O:31])[CH3:30])[CH2:8][CH2:7]3)=[CH:25][CH:24]=2)[CH2:23][CH2:22][CH2:21][CH2:20][CH2:19]1, predict the reactants needed to synthesize it. The reactants are: Cl.Cl.[NH:3]1[CH2:8][CH2:7][CH:6]([O:9][C:10]2[CH:25]=[CH:24][C:13]([O:14][CH2:15][CH2:16][CH2:17][N:18]3[CH2:23][CH2:22][CH2:21][CH2:20][CH2:19]3)=[CH:12][CH:11]=2)[CH2:5][CH2:4]1.[Cl:26]CCl.[C:29](Cl)(=[O:31])[CH3:30].